Task: Regression/Classification. Given a drug SMILES string, predict its absorption, distribution, metabolism, or excretion properties. Task type varies by dataset: regression for continuous measurements (e.g., permeability, clearance, half-life) or binary classification for categorical outcomes (e.g., BBB penetration, CYP inhibition). Dataset: rlm.. Dataset: Rat liver microsome stability data The compound is Cc1cccc(NC(=O)c2nc(C)n(-c3ccc(F)c(Cl)c3)c2C)n1. The result is 0 (unstable in rat liver microsomes).